Dataset: Forward reaction prediction with 1.9M reactions from USPTO patents (1976-2016). Task: Predict the product of the given reaction. (1) Given the reactants [CH3:1][C:2]([C@@H:4]1[C@@:8]2([CH3:26])[CH2:9][CH2:10][C@@H:11]3[C@@:16]4([CH3:25])[CH2:17][CH2:18][C@H:19]([O:21][C:22]([CH3:24])=[O:23])[CH2:20][C:15]4=[CH:14][CH2:13][C@H:12]3[C@@H:7]2[CH2:6][CH2:5]1)=[O:3].C1(C)C=CC(S([O-])(=O)=O)=CC=1.[NH+]1C=CC=CC=1.[CH2:44](O)[CH2:45][OH:46], predict the reaction product. The product is: [C:22]([O:21][C@@H:19]1[CH2:20][C:15]2[C@@:16]([CH3:25])([C@@H:11]3[C@@H:12]([CH2:13][CH:14]=2)[C@H:7]2[C@@:8]([CH3:26])([C@@H:4]([C:2]4([CH3:1])[O:46][CH2:45][CH2:44][O:3]4)[CH2:5][CH2:6]2)[CH2:9][CH2:10]3)[CH2:17][CH2:18]1)(=[O:23])[CH3:24]. (2) Given the reactants F[C:2]1[CH:7]=[CH:6][C:5]([N+:8]([O-:10])=[O:9])=[CH:4][CH:3]=1.[F:11][C:12]([F:18])([F:17])[C:13]([CH3:16])([OH:15])[CH3:14].[H-].[Na+], predict the reaction product. The product is: [N+:8]([C:5]1[CH:6]=[CH:7][C:2]([O:15][C:13]([CH3:16])([CH3:14])[C:12]([F:18])([F:17])[F:11])=[CH:3][CH:4]=1)([O-:10])=[O:9].